Dataset: Reaction yield outcomes from USPTO patents with 853,638 reactions. Task: Predict the reaction yield, written as a fraction of the theoretical maximum amount of product (1.0 means a 100% yield; for example, 0.34 means a 34% yield). (1) The reactants are [F:1][C:2]([F:13])([F:12])[O:3][C:4]1[CH:11]=[CH:10][C:7]([CH:8]=O)=[CH:6][CH:5]=1.[NH2:14][C:15]1[N:16]=[N:17][C:18]([CH3:21])=[CH:19][CH:20]=1.C([O:24][C:25](=O)[C:26]([OH:46])=[CH:27][C:28]([C:30]1[CH:35]=[CH:34][C:33]([O:36][CH2:37][C:38]2[CH:43]=[CH:42][C:41]([O:44][CH3:45])=[CH:40][CH:39]=2)=[CH:32][CH:31]=1)=[O:29])C. No catalyst specified. The product is [OH:46][C:26]1[C:25](=[O:24])[N:14]([C:15]2[N:16]=[N:17][C:18]([CH3:21])=[CH:19][CH:20]=2)[CH:8]([C:7]2[CH:10]=[CH:11][C:4]([O:3][C:2]([F:13])([F:12])[F:1])=[CH:5][CH:6]=2)[C:27]=1[C:28](=[O:29])[C:30]1[CH:31]=[CH:32][C:33]([O:36][CH2:37][C:38]2[CH:39]=[CH:40][C:41]([O:44][CH3:45])=[CH:42][CH:43]=2)=[CH:34][CH:35]=1. The yield is 0.100. (2) The reactants are [CH3:1][C:2]1[N:7]([C:8]2[CH:13]=[CH:12][CH:11]=[C:10]([C:14]([F:17])([F:16])[F:15])[CH:9]=2)[C:6](=[O:18])[C:5]([C:19]([NH:21][CH2:22][C:23]2[CH:28]=[CH:27][C:26]([NH:29][S:30]([CH3:33])(=[O:32])=[O:31])=[CH:25][CH:24]=2)=[O:20])=[CH:4][CH:3]=1.IC.[CH3:36]CN(C(C)C)C(C)C. The catalyst is ClCCl. The product is [CH3:1][C:2]1[N:7]([C:8]2[CH:13]=[CH:12][CH:11]=[C:10]([C:14]([F:15])([F:16])[F:17])[CH:9]=2)[C:6](=[O:18])[C:5]([C:19]([NH:21][CH2:22][C:23]2[CH:24]=[CH:25][C:26]([N:29]([CH3:36])[S:30]([CH3:33])(=[O:32])=[O:31])=[CH:27][CH:28]=2)=[O:20])=[CH:4][CH:3]=1. The yield is 0.600. (3) The reactants are [CH3:1][N:2]1[C@@H:6]([CH3:7])[C@@H:5]([C:8]2[CH:13]=[CH:12][CH:11]=[CH:10][CH:9]=2)[N:4]([C:14](=[O:61])[C@@H:15]([CH2:46][CH2:47][C:48]([F:60])([F:59])[C:49]([F:58])([F:57])[C:50]([F:56])([F:55])[C:51]([F:54])([F:53])[F:52])[CH2:16][CH2:17][CH2:18][CH2:19][CH2:20][CH2:21]/[CH:22]=[CH:23]/[CH2:24][C@@H:25]2[CH2:42][C:41]3[CH:40]=[C:39]([O:43][CH3:44])[CH:38]=[CH:37][C:36]=3[C@@H:35]3[C@@H:26]2[C@H:27]2[C@@:31]([CH2:33][CH2:34]3)([CH3:32])[C@@H:30]([OH:45])[CH2:29][CH2:28]2)[C:3]1=[O:62].CN1[C@@H](C)[C@@H](C2C=CC=CC=2)N(C(=O)[C@@H](CCC(F)(F)C(F)(F)C(F)(F)C(F)(F)F)CCCCCC/C=C\C[C@@H]2CC3C=C(OC)C=CC=3[C@@H]3[C@@H]2[C@H]2[C@@](CC3)(C)[C@@H](O)CC2)C1=O. The catalyst is C(OCC)(=O)C.[C].[Pd]. The product is [CH3:1][N:2]1[C@@H:6]([CH3:7])[C@@H:5]([C:8]2[CH:9]=[CH:10][CH:11]=[CH:12][CH:13]=2)[N:4]([C:14](=[O:61])[C@@H:15]([CH2:46][CH2:47][C:48]([F:59])([F:60])[C:49]([F:58])([F:57])[C:50]([F:56])([F:55])[C:51]([F:54])([F:53])[F:52])[CH2:16][CH2:17][CH2:18][CH2:19][CH2:20][CH2:21][CH2:22][CH2:23][CH2:24][C@@H:25]2[CH2:42][C:41]3[CH:40]=[C:39]([O:43][CH3:44])[CH:38]=[CH:37][C:36]=3[C@@H:35]3[C@@H:26]2[C@H:27]2[C@@:31]([CH2:33][CH2:34]3)([CH3:32])[C@@H:30]([OH:45])[CH2:29][CH2:28]2)[C:3]1=[O:62]. The yield is 1.00.